Task: Predict the product of the given reaction.. Dataset: Forward reaction prediction with 1.9M reactions from USPTO patents (1976-2016) (1) The product is: [CH3:1][C:2]1([CH3:16])[O:6][CH:5]([CH2:7][N:8]2[CH:12]=[C:11]([NH2:13])[CH:10]=[N:9]2)[CH2:4][O:3]1. Given the reactants [CH3:1][C:2]1([CH3:16])[O:6][CH:5]([CH2:7][N:8]2[CH:12]=[C:11]([N+:13]([O-])=O)[CH:10]=[N:9]2)[CH2:4][O:3]1, predict the reaction product. (2) Given the reactants [CH3:1][S:2]([C:5]1[CH:10]=[CH:9][C:8](Br)=[CH:7][CH:6]=1)(=[O:4])=[O:3].[C:12]([N:19]1[CH2:24][CH2:23][NH:22][CH2:21][CH2:20]1)([O:14][C:15]([CH3:18])([CH3:17])[CH3:16])=[O:13], predict the reaction product. The product is: [C:15]([O:14][C:12]([N:19]1[CH2:24][CH2:23][N:22]([C:8]2[CH:9]=[CH:10][C:5]([S:2]([CH3:1])(=[O:4])=[O:3])=[CH:6][CH:7]=2)[CH2:21][CH2:20]1)=[O:13])([CH3:18])([CH3:16])[CH3:17]. (3) Given the reactants [Cl-].[Al+3].[Cl-].[Cl-].[Cl-].C[NH+](C)C.C([O:17][C:18]1[C:19]([C:25](=[O:27])[CH3:26])=[N:20][C:21]([Br:24])=[CH:22][CH:23]=1)C1C=CC=CC=1, predict the reaction product. The product is: [Br:24][C:21]1[N:20]=[C:19]([C:25](=[O:27])[CH3:26])[C:18]([OH:17])=[CH:23][CH:22]=1. (4) Given the reactants [CH3:1][O:2][C:3]1[CH:4]=[C:5]([N:9]2[CH:13]=[C:12]([CH3:14])[C:11]([CH:15]=[O:16])=[N:10]2)[CH:6]=[CH:7][CH:8]=1.[CH:17]1([Mg]Br)[CH2:22][CH2:21][CH2:20][CH2:19][CH2:18]1, predict the reaction product. The product is: [CH:17]1([CH:15]([C:11]2[C:12]([CH3:14])=[CH:13][N:9]([C:5]3[CH:6]=[CH:7][CH:8]=[C:3]([O:2][CH3:1])[CH:4]=3)[N:10]=2)[OH:16])[CH2:22][CH2:21][CH2:20][CH2:19][CH2:18]1.